From a dataset of Catalyst prediction with 721,799 reactions and 888 catalyst types from USPTO. Predict which catalyst facilitates the given reaction. (1) Reactant: [F:1][C:2]1[CH:7]=[C:6]([F:8])[CH:5]=[CH:4][C:3]=1/[CH:9]=[CH:10]/[C:11]1[CH:16]=[CH:15][C:14]([S:17]([C:20]2[CH:25]=[CH:24][CH:23]=[C:22](Br)[CH:21]=2)(=[O:19])=[O:18])=[CH:13][N:12]=1.[CH3:27][N:28](C)C=O. Product: [F:1][C:2]1[CH:7]=[C:6]([F:8])[CH:5]=[CH:4][C:3]=1/[CH:9]=[CH:10]/[C:11]1[CH:16]=[CH:15][C:14]([S:17]([C:20]2[CH:25]=[CH:24][CH:23]=[C:22]([C:27]#[N:28])[CH:21]=2)(=[O:19])=[O:18])=[CH:13][N:12]=1. The catalyst class is: 267. (2) Reactant: [C:1]([O:5][C:6]([N:8]1[CH2:12][C@H:11]([O:13][CH3:14])[CH2:10][C@H:9]1[C@H:15]([O:21][CH3:22])[C@@H:16]([CH3:20])[C:17]([OH:19])=O)=[O:7])([CH3:4])([CH3:3])[CH3:2].Cl.[N:24]([CH:27]([C:31]1[CH:36]=[CH:35][C:34]([F:37])=[CH:33][CH:32]=1)[C@H:28]([NH2:30])[CH3:29])=[N+:25]=[N-:26].F[P-](F)(F)(F)(F)F.N1(O[P+](N(C)C)(N(C)C)N(C)C)C2C=CC=CC=2N=N1.C(N(C(C)C)CC)(C)C. Product: [N:24]([CH:27]([C:31]1[CH:32]=[CH:33][C:34]([F:37])=[CH:35][CH:36]=1)[C@H:28]([NH:30][C:17](=[O:19])[C@H:16]([CH3:20])[C@H:15]([C@@H:9]1[CH2:10][C@@H:11]([O:13][CH3:14])[CH2:12][N:8]1[C:6]([O:5][C:1]([CH3:2])([CH3:3])[CH3:4])=[O:7])[O:21][CH3:22])[CH3:29])=[N+:25]=[N-:26]. The catalyst class is: 9. (3) Reactant: [F:1][C:2]1[C:3]([C:24]2[N:25]([CH:30]([CH3:32])[CH3:31])[C:26]([CH3:29])=[N:27][CH:28]=2)=[N:4][C:5]([NH:8][CH:9]2[CH2:14][CH2:13][N:12]([S:15]([CH:18]3[CH2:23][CH2:22][NH:21][CH2:20][CH2:19]3)(=[O:17])=[O:16])[CH2:11][CH2:10]2)=[N:6][CH:7]=1.[CH3:33][C:34]([CH3:36])=O.C([BH3-])#N.[Na+].Cl. Product: [F:1][C:2]1[C:3]([C:24]2[N:25]([CH:30]([CH3:32])[CH3:31])[C:26]([CH3:29])=[N:27][CH:28]=2)=[N:4][C:5]([NH:8][CH:9]2[CH2:14][CH2:13][N:12]([S:15]([CH:18]3[CH2:23][CH2:22][N:21]([CH:34]([CH3:36])[CH3:33])[CH2:20][CH2:19]3)(=[O:16])=[O:17])[CH2:11][CH2:10]2)=[N:6][CH:7]=1. The catalyst class is: 273. (4) Reactant: F[P-](F)(F)(F)(F)F.[N:8]1(OC(N(C)C)=[N+](C)C)[C:12]2N=CC=CC=2N=N1.[Cl:25][C:26]1[CH:31]=[CH:30][C:29]([C@:32]([N:38]2[C:46]3[C:41](=[C:42]([NH:47][S:48]([CH3:51])(=[O:50])=[O:49])[CH:43]=[CH:44][CH:45]=3)[CH:40]=[CH:39]2)([CH2:36][CH3:37])[C:33]([OH:35])=O)=[CH:28][CH:27]=1.CN1CCOCC1.CN. Product: [Cl:25][C:26]1[CH:27]=[CH:28][C:29]([C@:32]([N:38]2[C:46]3[C:41](=[C:42]([NH:47][S:48]([CH3:51])(=[O:50])=[O:49])[CH:43]=[CH:44][CH:45]=3)[CH:40]=[CH:39]2)([CH2:36][CH3:37])[C:33]([NH:8][CH3:12])=[O:35])=[CH:30][CH:31]=1. The catalyst class is: 121. (5) Reactant: [F:1][C:2]1[CH:3]=[C:4]([CH:29]=[CH:30][CH:31]=1)[CH2:5][NH:6][C:7](=[O:28])[NH:8][C:9]1[S:10][CH:11]=[C:12]([CH2:14][N:15]([CH3:27])[C:16]([C:18]2[CH:23]=[C:22]([O:24]C)[N:21]=[N:20][C:19]=2[CH3:26])=[O:17])[N:13]=1.B(Br)(Br)Br. Product: [F:1][C:2]1[CH:3]=[C:4]([CH:29]=[CH:30][CH:31]=1)[CH2:5][NH:6][C:7](=[O:28])[NH:8][C:9]1[S:10][CH:11]=[C:12]([CH2:14][N:15]([CH3:27])[C:16]([C:18]2[CH:23]=[C:22]([OH:24])[N:21]=[N:20][C:19]=2[CH3:26])=[O:17])[N:13]=1. The catalyst class is: 2. (6) Reactant: [C:1]([C:4]1[C:22](=[O:23])[C@@:8]2([CH3:24])[C:9]3[C:15]([OH:16])=[CH:14][C:13]([O:17][CH3:18])=[C:12]([C:19]([NH2:21])=[O:20])[C:10]=3[O:11][C:7]2=[CH:6][C:5]=1[OH:25])(=[O:3])[CH3:2].[CH:26]([C:28]1[C:37]2[C:32](=[CH:33][CH:34]=[CH:35][CH:36]=2)[C:31]([NH:38][S:39]([C:42]2[CH:47]=[CH:46][CH:45]=[CH:44][CH:43]=2)(=[O:41])=[O:40])=[CH:30][CH:29]=1)=O.C([SiH](CC)CC)C.FC(F)(F)C(O)=O. Product: [C:1]([C:4]1[C:22](=[O:23])[C@@:8]2([CH3:24])[C:9]3[C:15]([OH:16])=[CH:14][C:13]([O:17][CH3:18])=[C:12]([C:19]([NH:21][CH2:26][C:28]4[C:37]5[C:32](=[CH:33][CH:34]=[CH:35][CH:36]=5)[C:31]([NH:38][S:39]([C:42]5[CH:47]=[CH:46][CH:45]=[CH:44][CH:43]=5)(=[O:40])=[O:41])=[CH:30][CH:29]=4)=[O:20])[C:10]=3[O:11][C:7]2=[CH:6][C:5]=1[OH:25])(=[O:3])[CH3:2]. The catalyst class is: 10. (7) Reactant: [CH2:1]([N:3]([CH2:8][CH3:9])[CH2:4][CH2:5][CH2:6][NH2:7])[CH3:2].[CH3:10][N:11]([CH3:16])[CH2:12][CH:13](Cl)[CH3:14]. Product: [CH2:1]([N:3]([CH2:8][CH3:9])[CH2:4][CH2:5][CH2:6][NH:7][CH:13]([CH3:14])[CH2:12][N:11]([CH3:16])[CH3:10])[CH3:2]. The catalyst class is: 6.